Dataset: Full USPTO retrosynthesis dataset with 1.9M reactions from patents (1976-2016). Task: Predict the reactants needed to synthesize the given product. (1) Given the product [NH2:10][C:8]1[CH:9]=[C:4]([NH2:1])[CH:5]=[C:6]([CH3:14])[C:7]=1[OH:13], predict the reactants needed to synthesize it. The reactants are: [N+:1]([C:4]1[CH:5]=[C:6]([CH3:14])[C:7]([OH:13])=[C:8]([N+:10]([O-])=O)[CH:9]=1)([O-])=O.[H][H]. (2) Given the product [F:36][C:2]([F:1])([F:35])[C:3]1[CH:4]=[C:5]([C@@H:13]([O:15][C@H:16]2[O:21][CH2:20][CH2:19][NH:18][C@H:17]2[C:29]2[CH:34]=[CH:33][CH:32]=[CH:31][CH:30]=2)[CH3:14])[CH:6]=[C:7]([C:9]([F:11])([F:10])[F:12])[CH:8]=1.[F:36][C:2]([F:1])([F:35])[C:3]1[CH:4]=[C:5]([C@H:13]([O:15][C@H:16]2[O:21][CH2:20][CH2:19][NH:18][C@H:17]2[C:29]2[CH:34]=[CH:33][CH:32]=[CH:31][CH:30]=2)[CH3:14])[CH:6]=[C:7]([C:9]([F:11])([F:10])[F:12])[CH:8]=1, predict the reactants needed to synthesize it. The reactants are: [F:1][C:2]([F:36])([F:35])[C:3]1[CH:4]=[C:5]([C:13]([O:15][C@H:16]2[O:21][CH2:20][CH2:19][N:18](CC3C=CC=CC=3)[C@H:17]2[C:29]2[CH:34]=[CH:33][CH:32]=[CH:31][CH:30]=2)=[CH2:14])[CH:6]=[C:7]([C:9]([F:12])([F:11])[F:10])[CH:8]=1. (3) The reactants are: [H-].[Na+].[F:3][C:4]1[CH:22]=[CH:21][C:7]([CH2:8][N:9]2[C@@H:14]([CH3:15])[CH2:13][N:12]([C:16](=[O:19])[CH2:17][OH:18])[C@H:11]([CH3:20])[CH2:10]2)=[CH:6][CH:5]=1.Cl[C:24]1[C:29]([CH:30]=[O:31])=[CH:28][C:27]([Cl:32])=[CH:26][N:25]=1. Given the product [Cl:32][C:27]1[CH:28]=[C:29]([CH:30]=[O:31])[C:24]([O:18][CH2:17][C:16]([N:12]2[CH2:13][C@H:14]([CH3:15])[N:9]([CH2:8][C:7]3[CH:6]=[CH:5][C:4]([F:3])=[CH:22][CH:21]=3)[CH2:10][C@H:11]2[CH3:20])=[O:19])=[N:25][CH:26]=1, predict the reactants needed to synthesize it. (4) Given the product [C:23]([O:27][C:28](=[O:33])[N:29]([C:30](=[O:32])[CH3:31])[C@H:6]1[CH2:10][C@@H:9]([N:11]2[CH:19]=[N:18][C:17]3[C:12]2=[N:13][C:14]([I:21])=[N:15][C:16]=3[Cl:20])[CH:8]=[CH:7]1)([CH3:26])([CH3:24])[CH3:25], predict the reactants needed to synthesize it. The reactants are: C(OC(=O)O[C@H:6]1[CH2:10][C@@H:9]([N:11]2[CH:19]=[N:18][C:17]3[C:12]2=[N:13][C:14]([I:21])=[N:15][C:16]=3[Cl:20])[CH:8]=[CH:7]1)C.[C:23]([O:27][C:28](=[O:33])[NH:29][C:30](=[O:32])[CH3:31])([CH3:26])([CH3:25])[CH3:24].C1(P(C2C=CC=CC=2)C2C=CC=CC=2)C=CC=CC=1. (5) Given the product [CH3:21][N:22]1[C:5]([C:7]2[CH:17]=[CH:16][C:10]3[O:11][CH2:12][C:13](=[O:15])[NH:14][C:9]=3[CH:8]=2)=[CH:4][C:3]([C:2]([F:20])([F:19])[F:1])=[N:23]1, predict the reactants needed to synthesize it. The reactants are: [F:1][C:2]([F:20])([F:19])[C:3](=O)[CH2:4][C:5]([C:7]1[CH:17]=[CH:16][C:10]2[O:11][CH2:12][C:13](=[O:15])[NH:14][C:9]=2[CH:8]=1)=O.[CH3:21][NH:22][NH2:23]. (6) Given the product [Cl:27][C:24]1[CH:25]=[CH:26][C:21]([CH2:20][C:6]2[S:7][C:3]([CH:1]=[O:2])=[CH:4][CH:5]=2)=[CH:22][CH:23]=1, predict the reactants needed to synthesize it. The reactants are: [CH:1]([C:3]1[S:7][C:6](B(O)O)=[CH:5][CH:4]=1)=[O:2].P(O[CH2:20][C:21]1[CH:26]=[CH:25][C:24]([Cl:27])=[CH:23][CH:22]=1)(OCC)(OCC)=O.ClC1C=CC(CC2C=C(C=O)SC=2)=CC=1. (7) Given the product [C@@H:12]1([NH:11][C:5]2[C:4]3[CH2:3][CH2:2][NH:1][C:9]=3[N:8]=[CH:7][N:6]=2)[C:20]2[C:15](=[CH:16][CH:17]=[CH:18][CH:19]=2)[CH2:14][CH2:13]1, predict the reactants needed to synthesize it. The reactants are: [NH2:1][CH2:2][CH2:3][C:4]1[C:5]([NH:11][C@@H:12]2[C:20]3[C:15](=[CH:16][CH:17]=[CH:18][CH:19]=3)[CH2:14][CH2:13]2)=[N:6][CH:7]=[N:8][C:9]=1Cl.C(N(CC)C(C)C)(C)C.